From a dataset of Forward reaction prediction with 1.9M reactions from USPTO patents (1976-2016). Predict the product of the given reaction. (1) Given the reactants [OH-].[Li+].[CH3:3][N:4]([CH3:25])[C:5](=[O:24])[CH2:6][N:7]1[C:11]2[CH:12]=[C:13]([CH3:17])[CH:14]=[C:15]([CH3:16])[C:10]=2[N:9]([CH2:18][C:19]([O:21]C)=[O:20])[C:8]1=[O:23], predict the reaction product. The product is: [CH3:25][N:4]([CH3:3])[C:5](=[O:24])[CH2:6][N:7]1[C:11]2[CH:12]=[C:13]([CH3:17])[CH:14]=[C:15]([CH3:16])[C:10]=2[N:9]([CH2:18][C:19]([OH:21])=[O:20])[C:8]1=[O:23]. (2) The product is: [C:12]([O:11][C:9](=[O:10])[NH:1][C:2]1[NH:3][C:4]([CH2:7][OH:8])=[N:5][N:6]=1)([CH3:15])([CH3:14])[CH3:13]. Given the reactants [NH2:1][C:2]1[NH:3][C:4]([CH2:7][OH:8])=[N:5][N:6]=1.[C:9](O[C:9]([O:11][C:12]([CH3:15])([CH3:14])[CH3:13])=[O:10])([O:11][C:12]([CH3:15])([CH3:14])[CH3:13])=[O:10], predict the reaction product. (3) Given the reactants C(N(CC)CC)C.[C:8]([C:10]1[CH:18]=[CH:17][C:13]([C:14](Cl)=[O:15])=[CH:12][CH:11]=1)#[N:9].[CH3:19][C:20]1[C:21](=[O:49])[N:22]([C:37]2[CH:44]=[CH:43][C:40]([C:41]#[N:42])=[C:39]([C:45]([F:48])([F:47])[F:46])[CH:38]=2)[C:23](=[O:36])[C:24]=1[CH2:25][CH2:26][CH2:27][CH2:28][CH2:29][N:30]1[CH2:35][CH2:34][NH:33][CH2:32][CH2:31]1, predict the reaction product. The product is: [C:8]([C:10]1[CH:18]=[CH:17][C:13]([C:14]([N:33]2[CH2:34][CH2:35][N:30]([CH2:29][CH2:28][CH2:27][CH2:26][CH2:25][C:24]3[C:23](=[O:36])[N:22]([C:37]4[CH:44]=[CH:43][C:40]([C:41]#[N:42])=[C:39]([C:45]([F:46])([F:47])[F:48])[CH:38]=4)[C:21](=[O:49])[C:20]=3[CH3:19])[CH2:31][CH2:32]2)=[O:15])=[CH:12][CH:11]=1)#[N:9].